This data is from Reaction yield outcomes from USPTO patents with 853,638 reactions. The task is: Predict the reaction yield, written as a fraction of the theoretical maximum amount of product (1.0 means a 100% yield; for example, 0.34 means a 34% yield). (1) The reactants are [O:1]=[C:2]1[NH:7][CH:6]=[C:5]([C:8]2[CH:23]=[CH:22][C:11]([CH2:12][CH2:13][NH:14]C(=O)OC(C)(C)C)=[CH:10][CH:9]=2)[CH:4]=[CH:3]1.[ClH:24]. No catalyst specified. The product is [ClH:24].[NH2:14][CH2:13][CH2:12][C:11]1[CH:10]=[CH:9][C:8]([C:5]2[CH:4]=[CH:3][C:2](=[O:1])[NH:7][CH:6]=2)=[CH:23][CH:22]=1. The yield is 1.00. (2) The reactants are Br[C:2]1[N:7]=[C:6]([C:8]2[C:16]3[C:11](=[N:12][CH:13]=[CH:14][CH:15]=3)[N:10](C(C3C=CC=CC=3)(C3C=CC=CC=3)C3C=CC=CC=3)[N:9]=2)[CH:5]=[CH:4][CH:3]=1.[NH2:36][CH2:37][CH:38]1[CH2:43][CH2:42][CH:41]([NH:44]C(=O)OC(C)(C)C)[CH2:40][CH2:39]1.C1(P(C2CCCCC2)C2C=CC=CC=2C2C=CC=CC=2C)CCCCC1.CC(C)([O-])C.[Na+]. The catalyst is COCCOC.C(Cl)Cl.C([O-])(=O)C.[Pd+2].C([O-])(=O)C. The product is [NH2:44][CH:41]1[CH2:42][CH2:43][CH:38]([CH2:37][NH:36][C:2]2[CH:3]=[CH:4][CH:5]=[C:6]([C:8]3[C:16]4[C:11](=[N:12][CH:13]=[CH:14][CH:15]=4)[NH:10][N:9]=3)[N:7]=2)[CH2:39][CH2:40]1. The yield is 0.310. (3) The reactants are C(O)C.Cl[C:5]1[C:10]([N+:11]([O-:13])=[O:12])=[CH:9][CH:8]=[CH:7][N:6]=1.C(=O)([O-])[O-].[K+].[K+].[CH2:20]([SH:27])[C:21]1[CH:26]=[CH:25][CH:24]=[CH:23][CH:22]=1. The catalyst is O. The product is [CH2:20]([S:27][C:5]1[C:10]([N+:11]([O-:13])=[O:12])=[CH:9][CH:8]=[CH:7][N:6]=1)[C:21]1[CH:26]=[CH:25][CH:24]=[CH:23][CH:22]=1. The yield is 0.850.